Dataset: Full USPTO retrosynthesis dataset with 1.9M reactions from patents (1976-2016). Task: Predict the reactants needed to synthesize the given product. (1) The reactants are: C[C:2]1[CH:3]=[C:4]([CH:6]=[CH:7][C:8]=1[N+:9]([O-])=O)N.[CH3:12][C:13]1[CH:14]=[C:15]([N:22]=[C:23]=[S:24])[CH:16]=[CH:17][C:18]=1[N+:19]([O-:21])=[O:20].OCCN.Cl.Cl[CH2:31][C:32]1([NH2:37])[CH2:36][CH2:35][CH2:34][CH2:33]1. Given the product [OH:20][CH2:7][C:8]1([NH2:9])[CH2:2][CH2:3][CH2:4][CH2:6]1.[CH3:12][C:13]1[CH:14]=[C:15]([N:22]=[C:23]2[S:24][CH2:31][C:32]3([CH2:36][CH2:35][CH2:34][CH2:33]3)[NH:37]2)[CH:16]=[CH:17][C:18]=1[N+:19]([O-:21])=[O:20], predict the reactants needed to synthesize it. (2) Given the product [CH3:34][S:35]([O:26][CH2:25][C:22]1[N:21]=[CH:20][C:19]2[N:18]=[CH:17][N:16]([C:14]3[S:13][C:12]([C:27](=[O:28])[NH2:29])=[C:11]([O:10][CH:8]([C:5]4[CH:6]=[CH:7][C:2]([F:1])=[CH:3][C:4]=4[C:30]([F:33])([F:31])[F:32])[CH3:9])[CH:15]=3)[C:24]=2[CH:23]=1)(=[O:37])=[O:36], predict the reactants needed to synthesize it. The reactants are: [F:1][C:2]1[CH:7]=[CH:6][C:5]([CH:8]([O:10][C:11]2[CH:15]=[C:14]([N:16]3[C:24]4[CH:23]=[C:22]([CH2:25][OH:26])[N:21]=[CH:20][C:19]=4[N:18]=[CH:17]3)[S:13][C:12]=2[C:27]([NH2:29])=[O:28])[CH3:9])=[C:4]([C:30]([F:33])([F:32])[F:31])[CH:3]=1.[CH3:34][S:35](Cl)(=[O:37])=[O:36].C(N(CC)CC)C. (3) Given the product [CH3:49][C:50]1[CH:55]=[CH:54][C:53]([N+:56]([O-:58])=[O:57])=[CH:52][C:51]=1[NH:59][C:12]([C:10]1[CH:11]=[C:6]2[CH:5]=[C:4]([C:1](=[O:3])[CH3:2])[NH:15][C:7]2=[N:8][CH:9]=1)=[O:14], predict the reactants needed to synthesize it. The reactants are: [C:1]([C:4]1[NH:15][C:7]2=[N:8][CH:9]=[C:10]([C:12]([OH:14])=O)[CH:11]=[C:6]2[CH:5]=1)(=[O:3])[CH3:2].CCN(C(C)C)C(C)C.CN(C(ON1N=NC2C=CC=NC1=2)=[N+](C)C)C.F[P-](F)(F)(F)(F)F.[CH3:49][C:50]1[CH:55]=[CH:54][C:53]([N+:56]([O-:58])=[O:57])=[CH:52][C:51]=1[NH2:59]. (4) Given the product [CH3:1][O:2][C:3](=[O:40])[CH:4]([C:9]1[CH:14]=[C:13]([C:15]2[CH:16]=[CH:17][C:18]([C:21]([F:23])([F:24])[F:22])=[CH:19][CH:20]=2)[N:12]=[C:11]([N:25]([CH2:36][CH:37]([CH3:39])[CH3:38])[C:26]2[CH:27]=[CH:28][C:29]([C:32]([F:33])([F:34])[F:35])=[CH:30][CH:31]=2)[CH:10]=1)[CH2:5][CH:6]([CH3:8])[CH3:7], predict the reactants needed to synthesize it. The reactants are: [CH3:1][O:2][C:3](=[O:40])[CH:4]([C:9]1[CH:14]=[C:13]([C:15]2[CH:20]=[CH:19][C:18]([C:21]([F:24])([F:23])[F:22])=[CH:17][CH:16]=2)[N:12]=[C:11]([N:25]([CH2:36][CH:37]([CH3:39])[CH3:38])[C:26]2[CH:31]=[CH:30][C:29]([C:32]([F:35])([F:34])[F:33])=[CH:28][CH:27]=2)[CH:10]=1)[CH2:5][C:6]([CH3:8])=[CH2:7]. (5) Given the product [CH3:11][C:10]1[C:4]2[C:5](=[N:6][CH:7]=[C:2]([C:18]([OH:20])=[O:19])[CH:3]=2)[NH:8][N:9]=1, predict the reactants needed to synthesize it. The reactants are: Br[C:2]1[CH:3]=[C:4]2[C:10]([CH3:11])=[N:9][NH:8][C:5]2=[N:6][CH:7]=1.O1CCOCC1.[C:18](=O)([O-:20])[O-:19].[Na+].[Na+]. (6) Given the product [CH3:33][S:34]([O:11][CH2:10][CH2:9][CH2:8][CH2:7][CH2:6][CH2:5][O:4][CH2:3][C:2]([C:13]1[CH:18]=[CH:17][CH:16]=[C:15]([N:19]2[C:23](=[O:24])[CH2:22][NH:21][C:20]2=[O:25])[CH:14]=1)([F:1])[F:12])(=[O:36])=[O:35], predict the reactants needed to synthesize it. The reactants are: [F:1][C:2]([C:13]1[CH:14]=[C:15]([N:19]2[C:23](=[O:24])[CH2:22][NH:21][C:20]2=[O:25])[CH:16]=[CH:17][CH:18]=1)([F:12])[CH2:3][O:4][CH2:5][CH2:6][CH2:7][CH2:8][CH2:9][CH2:10][OH:11].C(N(CC)CC)C.[CH3:33][S:34](Cl)(=[O:36])=[O:35].O.[OH-].[NH4+]. (7) Given the product [C:29]([C:15]1[CH:16]=[C:17]([NH:18][C:19]([NH:21][C:22]2[CH:23]=[CH:24][C:25]([Cl:28])=[CH:26][CH:27]=2)=[O:20])[N:13]([C:9]2[CH:8]=[C:7]([CH2:6][CH:5]([CH3:33])[C:4]([OH:34])=[O:3])[CH:12]=[CH:11][CH:10]=2)[N:14]=1)([CH3:32])([CH3:30])[CH3:31], predict the reactants needed to synthesize it. The reactants are: C([O:3][C:4](=[O:34])[CH:5]([CH3:33])[CH2:6][C:7]1[CH:12]=[CH:11][CH:10]=[C:9]([N:13]2[C:17]([NH:18][C:19]([NH:21][C:22]3[CH:27]=[CH:26][C:25]([Cl:28])=[CH:24][CH:23]=3)=[O:20])=[CH:16][C:15]([C:29]([CH3:32])([CH3:31])[CH3:30])=[N:14]2)[CH:8]=1)C.[Li+].[OH-]. (8) Given the product [Br:1][C:2]1[CH:11]=[C:10]([O:12][C@@H:18]([C@H:20]2[CH2:21][N:22]([C@@H:26]([C:28]3[CH:29]=[CH:30][CH:31]=[CH:32][CH:33]=3)[CH3:27])[C:23](=[O:25])[CH2:24]2)[CH3:19])[C:5]2[N:6]([CH3:9])[CH:7]=[N:8][C:4]=2[CH:3]=1, predict the reactants needed to synthesize it. The reactants are: [Br:1][C:2]1[CH:11]=[C:10]([OH:12])[C:5]2[N:6]([CH3:9])[CH:7]=[N:8][C:4]=2[CH:3]=1.CS(O[C@H:18]([C@@H:20]1[CH2:24][C:23](=[O:25])[N:22]([C@@H:26]([C:28]2[CH:33]=[CH:32][CH:31]=[CH:30][CH:29]=2)[CH3:27])[CH2:21]1)[CH3:19])(=O)=O.C([O-])([O-])=O.[Cs+].[Cs+]. (9) Given the product [C:26]([O:30][C:31](=[O:48])[CH2:32][N:33]1[CH2:34][CH2:35][CH:36]([C:39]2[CH:44]=[CH:43][C:42]([NH:45][C:15]3[N:14]=[CH:13][C:12]4=[CH:11][CH:10]=[C:9]([C:4]5[CH:5]=[CH:6][CH:7]=[CH:8][C:3]=5[O:2][CH3:1])[N:17]4[N:16]=3)=[C:41]([O:46][CH3:47])[CH:40]=2)[CH2:37][CH2:38]1)([CH3:29])([CH3:28])[CH3:27], predict the reactants needed to synthesize it. The reactants are: [CH3:1][O:2][C:3]1[CH:8]=[CH:7][CH:6]=[CH:5][C:4]=1[C:9]1[N:17]2[C:12]([CH:13]=[N:14][C:15](OS(C(F)(F)F)(=O)=O)=[N:16]2)=[CH:11][CH:10]=1.[C:26]([O:30][C:31](=[O:48])[CH2:32][N:33]1[CH2:38][CH2:37][CH:36]([C:39]2[CH:44]=[CH:43][C:42]([NH2:45])=[C:41]([O:46][CH3:47])[CH:40]=2)[CH2:35][CH2:34]1)([CH3:29])([CH3:28])[CH3:27].C(N(CC)C(C)C)(C)C.COCC(O)C.